Dataset: Reaction yield outcomes from USPTO patents with 853,638 reactions. Task: Predict the reaction yield, written as a fraction of the theoretical maximum amount of product (1.0 means a 100% yield; for example, 0.34 means a 34% yield). (1) The reactants are [C:1]([CH:4]1[N:9]([CH3:10])[CH2:8][CH2:7][N:6]([C:11]([O:13][C:14]([CH3:17])([CH3:16])[CH3:15])=[O:12])[CH2:5]1)(=O)[NH2:2].COC1C=CC(P2(SP(C3C=CC(OC)=CC=3)(=S)S2)=[S:27])=CC=1. The catalyst is C1(C)C=CC=CC=1. The product is [C:1]([CH:4]1[N:9]([CH3:10])[CH2:8][CH2:7][N:6]([C:11]([O:13][C:14]([CH3:17])([CH3:16])[CH3:15])=[O:12])[CH2:5]1)(=[S:27])[NH2:2]. The yield is 0.400. (2) The reactants are O1CCCC1.[F:6][C:7]1[CH:12]=[C:11]([O:13][CH2:14][C:15]2[CH:20]=[CH:19][C:18]([F:21])=[CH:17][N:16]=2)[CH:10]=[CH:9][C:8]=1[CH2:22][C:23](Cl)=[N:24][OH:25].[C:27]([C:29]1[C:30]([NH2:35])=[N:31][CH:32]=[CH:33][CH:34]=1)#[CH:28].C(N(CC)CC)C. The catalyst is O. The product is [F:6][C:7]1[CH:12]=[C:11]([O:13][CH2:14][C:15]2[CH:20]=[CH:19][C:18]([F:21])=[CH:17][N:16]=2)[CH:10]=[CH:9][C:8]=1[CH2:22][C:23]1[CH:28]=[C:27]([C:29]2[C:30]([NH2:35])=[N:31][CH:32]=[CH:33][CH:34]=2)[O:25][N:24]=1. The yield is 0.239. (3) The reactants are [CH3:1][C:2]1[CH:9]=[CH:8][CH:7]=[C:6]([S:10]([N:13]2[CH:17]=[CH:16][CH:15]=[CH:14]2)(=[O:12])=[O:11])[C:3]=1[C:4]#[N:5].[Br:18]Br. The catalyst is C(O)(=O)C.C(OCC)(=O)C. The product is [CH3:1][C:2]1[CH:9]=[CH:8][CH:7]=[C:6]([S:10]([N:13]2[CH:17]=[CH:16][C:15]([Br:18])=[CH:14]2)(=[O:12])=[O:11])[C:3]=1[C:4]#[N:5]. The yield is 0.0600. (4) The reactants are Cl[C:2]1[C:7]([CH:8]=O)=[C:6]([Cl:10])[N:5]=[C:4]([S:11][CH3:12])[N:3]=1.C(N(CC)CC)C.[F:20][C:21]1[CH:27]=[C:26]([F:28])[CH:25]=[CH:24][C:22]=1[NH2:23].F[C:30](F)(F)[CH2:31][O:32]P(CC(OC)=O)(OCC(F)(F)F)=O. The catalyst is C1COCC1.C(Cl)Cl. The product is [Cl:10][C:6]1[C:7]2[CH:8]=[CH:30][C:31](=[O:32])[N:23]([C:22]3[CH:24]=[CH:25][C:26]([F:28])=[CH:27][C:21]=3[F:20])[C:2]=2[N:3]=[C:4]([S:11][CH3:12])[N:5]=1. The yield is 0.400. (5) The reactants are [O:1]1[CH2:6][CH2:5][N:4]([C:7]2[N:12]=[C:11]([C:13]3[CH:21]=[CH:20][CH:19]=[C:18]4[C:14]=3[CH:15]=[N:16][N:17]4[CH:22]3[CH2:27][CH2:26][CH2:25][CH2:24][O:23]3)[N:10]=[C:9]([CH2:28][OH:29])[N:8]=2)[CH2:3][CH2:2]1.[CH3:30][S:31](Cl)(=[O:33])=[O:32]. The catalyst is C(Cl)Cl.O. The product is [CH3:30][S:31]([O:29][CH2:28][C:9]1[N:8]=[C:7]([N:4]2[CH2:3][CH2:2][O:1][CH2:6][CH2:5]2)[N:12]=[C:11]([C:13]2[CH:21]=[CH:20][CH:19]=[C:18]3[C:14]=2[CH:15]=[N:16][N:17]3[CH:22]2[CH2:27][CH2:26][CH2:25][CH2:24][O:23]2)[N:10]=1)(=[O:33])=[O:32]. The yield is 0.0800. (6) The reactants are CCN(C(C)C)C(C)C.[N:10]1([C:16]2[CH:24]=[CH:23][C:19]([C:20]([OH:22])=O)=[CH:18][CH:17]=2)[CH2:15][CH2:14][O:13][CH2:12][CH2:11]1.C1C=CC2N(O)N=NC=2C=1.CCN=C=NCCCN(C)C.Cl.[NH2:47][CH2:48][C:49]([N:51]1[CH2:56][CH2:55][N:54]([C:57](=[O:69])[C:58]2[CH:63]=[C:62]([F:64])[CH:61]=[CH:60][C:59]=2[C:65]([F:68])([F:67])[F:66])[CH2:53][CH2:52]1)=[O:50]. The catalyst is CN(C=O)C.O. The product is [F:64][C:62]1[CH:61]=[CH:60][C:59]([C:65]([F:67])([F:66])[F:68])=[C:58]([CH:63]=1)[C:57]([N:54]1[CH2:55][CH2:56][N:51]([C:49](=[O:50])[CH2:48][NH:47][C:20](=[O:22])[C:19]2[CH:18]=[CH:17][C:16]([N:10]3[CH2:11][CH2:12][O:13][CH2:14][CH2:15]3)=[CH:24][CH:23]=2)[CH2:52][CH2:53]1)=[O:69]. The yield is 0.608. (7) The reactants are Br[C:2]1[CH:9]=[CH:8][C:5]([C:6]#[N:7])=[CH:4][CH:3]=1.C([Li])CCC.C([O:18][B:19](OC(C)C)[O:20]C(C)C)(C)C.Cl. The catalyst is O1CCCC1.CCCCCC.[Cl-].[Na+]. The product is [C:6]([C:5]1[CH:8]=[CH:9][C:2]([B:19]([OH:20])[OH:18])=[CH:3][CH:4]=1)#[N:7]. The yield is 0.250.